From a dataset of Reaction yield outcomes from USPTO patents with 853,638 reactions. Predict the reaction yield, written as a fraction of the theoretical maximum amount of product (1.0 means a 100% yield; for example, 0.34 means a 34% yield). The reactants are [C:1]([O:5][C:6]([NH:8][C@H:9]1[CH2:23][CH2:22][CH2:21][O:20][CH2:19][CH:18]=[CH:17][C@@H:16]2[CH2:24][C@@:15]2([C:25]([O:27]CC)=[O:26])[NH:14][C:13](=[O:30])[C@@H:12]2[CH2:31][C@@H:32]([O:34][C:35]([N:37]3[CH2:45][C:44]4[C:39](=[CH:40][CH:41]=[CH:42][C:43]=4[F:46])[CH2:38]3)=[O:36])[CH2:33][N:11]2[C:10]1=[O:47])=[O:7])([CH3:4])([CH3:3])[CH3:2].[OH-].[Na+].CCOCC. The catalyst is C1COCC1.O. The product is [C:1]([O:5][C:6]([NH:8][C@H:9]1[CH2:23][CH2:22][CH2:21][O:20][CH2:19][CH:18]=[CH:17][C@@H:16]2[CH2:24][C@@:15]2([C:25]([OH:27])=[O:26])[NH:14][C:13](=[O:30])[C@@H:12]2[CH2:31][C@@H:32]([O:34][C:35]([N:37]3[CH2:45][C:44]4[C:39](=[CH:40][CH:41]=[CH:42][C:43]=4[F:46])[CH2:38]3)=[O:36])[CH2:33][N:11]2[C:10]1=[O:47])=[O:7])([CH3:4])([CH3:2])[CH3:3]. The yield is 0.920.